This data is from Full USPTO retrosynthesis dataset with 1.9M reactions from patents (1976-2016). The task is: Predict the reactants needed to synthesize the given product. (1) Given the product [Br:18][C:15]1[CH:16]=[CH:17][C:12]([C:9]2[C:8]3[CH:19]=[CH:20][C:5]([O:4][CH2:3][CH2:2][N:22]([CH3:21])[CH2:23][CH2:24][OH:25])=[CH:6][C:7]=3[S:11][N:10]=2)=[CH:13][CH:14]=1, predict the reactants needed to synthesize it. The reactants are: Br[CH2:2][CH2:3][O:4][C:5]1[CH:20]=[CH:19][C:8]2[C:9]([C:12]3[CH:17]=[CH:16][C:15]([Br:18])=[CH:14][CH:13]=3)=[N:10][S:11][C:7]=2[CH:6]=1.[CH3:21][NH:22][CH2:23][CH2:24][OH:25]. (2) Given the product [CH3:23][C:17]1[CH:18]=[CH:19][C:20]([CH3:22])=[CH:21][C:16]=1[C:2]#[C:1][C:3]1[CH:8]=[CH:7][C:6]([CH2:9][CH2:10][C:11]([O:13][CH3:14])=[O:12])=[CH:5][CH:4]=1, predict the reactants needed to synthesize it. The reactants are: [C:1]([C:3]1[CH:8]=[CH:7][C:6]([CH2:9][CH2:10][C:11]([O:13][CH3:14])=[O:12])=[CH:5][CH:4]=1)#[CH:2].Br[C:16]1[CH:21]=[C:20]([CH3:22])[CH:19]=[CH:18][C:17]=1[CH3:23]. (3) Given the product [I:16][C:3]1[C:4]2[C:9](=[CH:8][C:7]([C:10]([O:12][CH3:13])=[O:11])=[CH:6][CH:5]=2)[NH:1][N:2]=1, predict the reactants needed to synthesize it. The reactants are: [NH:1]1[C:9]2[C:4](=[CH:5][CH:6]=[C:7]([C:10]([O:12][CH3:13])=[O:11])[CH:8]=2)[CH:3]=[N:2]1.[OH-].[K+].[I:16]I.S(=O)(=O)(O)[O-].[Na+]. (4) Given the product [NH:24]1[C:23]2[CH:27]=[CH:28][C:20]([C:18]([N:11]3[CH2:12][CH2:13][CH2:14][C@@H:15]4[C:16]5[CH:17]=[C:5]([C:3]([OH:4])=[O:2])[CH:6]=[CH:7][C:8]=5[CH2:9][C@H:10]34)=[O:19])=[CH:21][C:22]=2[N:26]=[CH:25]1, predict the reactants needed to synthesize it. The reactants are: C[O:2][C:3]([C:5]1[CH:6]=[CH:7][C:8]2[CH2:9][C@H:10]3[C@@H:15]([C:16]=2[CH:17]=1)[CH2:14][CH2:13][CH2:12][N:11]3[C:18]([C:20]1[CH:28]=[CH:27][C:23]2[NH:24][CH:25]=[N:26][C:22]=2[CH:21]=1)=[O:19])=[O:4].COC(C1C=CC2[C@@H]3[C@@H](N(C(C4C=CC5NC=NC=5C=4)=O)CCC3)CC=2C=1)=O. (5) Given the product [ClH:23].[CH2:1]([O:8][CH:9]1[CH2:13][NH:12][CH2:11][C:10]1([F:22])[F:21])[C:2]1[CH:3]=[CH:4][CH:5]=[CH:6][CH:7]=1, predict the reactants needed to synthesize it. The reactants are: [CH2:1]([O:8][CH:9]1[CH2:13][N:12](C(OC(C)(C)C)=O)[CH2:11][C:10]1([F:22])[F:21])[C:2]1[CH:7]=[CH:6][CH:5]=[CH:4][CH:3]=1.[ClH:23].CCOCC. (6) Given the product [Cl:115][C:116]([Cl:120])([Cl:119])[C:117](=[NH:118])[O:74][CH:73]1[O:75][C@H:76]([CH2:87][O:88][C:89](=[O:96])[C:90]2[CH:95]=[CH:94][CH:93]=[CH:92][CH:91]=2)[C@@H:77]([O:78][C:79](=[O:86])[C:80]2[CH:81]=[CH:82][CH:83]=[CH:84][CH:85]=2)[C@H:71]([O:70][C@H:47]2[O:48][C@H:49]([CH2:60][O:61][C:62](=[O:69])[C:63]3[CH:68]=[CH:67][CH:66]=[CH:65][CH:64]=3)[C@@H:50]([O:51][C:52](=[O:59])[C:53]3[CH:58]=[CH:57][CH:56]=[CH:55][CH:54]=3)[C@H:45]([O:44][C@H:11]3[O:12][C@H:13]([CH2:34][O:35][C:36](=[O:43])[C:37]4[CH:38]=[CH:39][CH:40]=[CH:41][CH:42]=4)[C@@H:14]([O:25][C:26](=[O:33])[C:27]4[CH:32]=[CH:31][CH:30]=[CH:29][CH:28]=4)[C@H:15]([O:16][C:17](=[O:24])[C:18]4[CH:19]=[CH:20][CH:21]=[CH:22][CH:23]=4)[C@@H:10]3[O:9][C:1](=[O:8])[C:2]3[CH:3]=[CH:4][CH:5]=[CH:6][CH:7]=3)[C@@H:46]2[O:106][C:107](=[O:114])[C:108]2[CH:113]=[CH:112][CH:111]=[CH:110][CH:109]=2)[C@@H:72]1[O:97][C:98](=[O:105])[C:99]1[CH:100]=[CH:101][CH:102]=[CH:103][CH:104]=1, predict the reactants needed to synthesize it. The reactants are: [C:1]([O:9][C@H:10]1[C@@H:15]([O:16][C:17](=[O:24])[C:18]2[CH:23]=[CH:22][CH:21]=[CH:20][CH:19]=2)[C@H:14]([O:25][C:26](=[O:33])[C:27]2[CH:32]=[CH:31][CH:30]=[CH:29][CH:28]=2)[C@@H:13]([CH2:34][O:35][C:36](=[O:43])[C:37]2[CH:42]=[CH:41][CH:40]=[CH:39][CH:38]=2)[O:12][C@@H:11]1[O:44][C@H:45]1[C@H:50]([O:51][C:52](=[O:59])[C:53]2[CH:58]=[CH:57][CH:56]=[CH:55][CH:54]=2)[C@@H:49]([CH2:60][O:61][C:62](=[O:69])[C:63]2[CH:68]=[CH:67][CH:66]=[CH:65][CH:64]=2)[O:48][C@H:47]([O:70][C@H:71]2[C@H:77]([O:78][C:79](=[O:86])[C:80]3[CH:85]=[CH:84][CH:83]=[CH:82][CH:81]=3)[C@@H:76]([CH2:87][O:88][C:89](=[O:96])[C:90]3[CH:95]=[CH:94][CH:93]=[CH:92][CH:91]=3)[O:75][CH:73]([OH:74])[C@H:72]2[O:97][C:98](=[O:105])[C:99]2[CH:104]=[CH:103][CH:102]=[CH:101][CH:100]=2)[C@H:46]1[O:106][C:107](=[O:114])[C:108]1[CH:113]=[CH:112][CH:111]=[CH:110][CH:109]=1)(=[O:8])[C:2]1[CH:7]=[CH:6][CH:5]=[CH:4][CH:3]=1.[Cl:115][C:116]([Cl:120])([Cl:119])[C:117]#[N:118].CCCCCC.CCOC(C)=O.